Dataset: Peptide-MHC class I binding affinity with 185,985 pairs from IEDB/IMGT. Task: Regression. Given a peptide amino acid sequence and an MHC pseudo amino acid sequence, predict their binding affinity value. This is MHC class I binding data. (1) The peptide sequence is NTDAFSREY. The MHC is HLA-B15:01 with pseudo-sequence HLA-B15:01. The binding affinity (normalized) is 0.0847. (2) The peptide sequence is PLLALLALWG. The MHC is HLA-A02:01 with pseudo-sequence HLA-A02:01. The binding affinity (normalized) is 0.0130. (3) The peptide sequence is MQIRGFVYF. The MHC is HLA-A02:01 with pseudo-sequence HLA-A02:01. The binding affinity (normalized) is 0.240. (4) The peptide sequence is NAMGADYYA. The MHC is HLA-A25:01 with pseudo-sequence HLA-A25:01. The binding affinity (normalized) is 0.0847. (5) The peptide sequence is SPISNVANA. The MHC is HLA-B53:01 with pseudo-sequence HLA-B53:01. The binding affinity (normalized) is 0.0641. (6) The peptide sequence is AQIGVIGVF. The MHC is HLA-A02:03 with pseudo-sequence HLA-A02:03. The binding affinity (normalized) is 0.543. (7) The peptide sequence is LSPMEIYGL. The MHC is H-2-Kb with pseudo-sequence H-2-Kb. The binding affinity (normalized) is 0.156.